Dataset: Forward reaction prediction with 1.9M reactions from USPTO patents (1976-2016). Task: Predict the product of the given reaction. (1) Given the reactants [CH:1]1([N:4]2[C:12]3[CH:11]=[CH:10][N:9]=[CH:8][C:7]=3[C:6]([NH:13][C:14]3[CH:19]=[CH:18][C:17]([I:20])=[CH:16][C:15]=3[F:21])=[C:5]2[C:22](O)=[O:23])[CH2:3][CH2:2]1.[CH3:25][C:26]1([CH3:34])[O:30][CH:29]([CH2:31][O:32][NH2:33])[CH2:28][O:27]1.F[P-](F)(F)(F)(F)F.C[N+](C)=C(N(C)C)ON1C2N=CC=CC=2N=N1.C(N(CC)C(C)C)(C)C, predict the reaction product. The product is: [CH3:25][C:26]1([CH3:34])[O:30][CH:29]([CH2:31][O:32][NH:33][C:22]([C:5]2[N:4]([CH:1]3[CH2:2][CH2:3]3)[C:12]3[CH:11]=[CH:10][N:9]=[CH:8][C:7]=3[C:6]=2[NH:13][C:14]2[CH:19]=[CH:18][C:17]([I:20])=[CH:16][C:15]=2[F:21])=[O:23])[CH2:28][O:27]1. (2) Given the reactants [CH:1]1([NH2:7])[CH2:6][CH2:5][CH2:4][CH2:3][CH2:2]1.[Cl:8][C:9]1[CH:14]=[CH:13][CH:12]=[CH:11][C:10]=1[CH2:15][N:16]1[C:21](=[O:22])[C:20]([C:23]([NH:25][CH2:26][C:27]([O:29]CC)=[O:28])=[O:24])=[C:19]([OH:32])[C:18]([C:33](OC)=[O:34])=[C:17]1[OH:37], predict the reaction product. The product is: [Cl:8][C:9]1[CH:14]=[CH:13][CH:12]=[CH:11][C:10]=1[CH2:15][N:16]1[C:17]([OH:37])=[C:18]([C:33]([NH:7][CH:1]2[CH2:6][CH2:5][CH2:4][CH2:3][CH2:2]2)=[O:34])[C:19]([OH:32])=[C:20]([C:23]([NH:25][CH2:26][C:27]([O-:29])=[O:28])=[O:24])[C:21]1=[O:22].[NH4+:7].